Dataset: Full USPTO retrosynthesis dataset with 1.9M reactions from patents (1976-2016). Task: Predict the reactants needed to synthesize the given product. (1) Given the product [C:16]([O:15][C:13]([N:20]1[CH2:25][CH:24]=[C:23]([O:26][S:34]([C:37]([F:40])([F:39])[F:38])(=[O:36])=[O:35])[CH2:22][CH2:21]1)=[O:14])([CH3:19])([CH3:18])[CH3:17], predict the reactants needed to synthesize it. The reactants are: C(NC(C)C)(C)C.C([Li])CCC.[C:13]([N:20]1[CH2:25][CH2:24][C:23](=[O:26])[CH2:22][CH2:21]1)([O:15][C:16]([CH3:19])([CH3:18])[CH3:17])=[O:14].C1C=CC(N([S:34]([C:37]([F:40])([F:39])[F:38])(=[O:36])=[O:35])[S:34]([C:37]([F:40])([F:39])[F:38])(=[O:36])=[O:35])=CC=1. (2) Given the product [CH2:1]([N:3]1[CH2:8][C:7]([CH3:9])([CH3:10])[O:6][C:5](=[O:11])[CH:4]1[CH2:12][C:13]([N:50]([CH3:49])[C:51]1[CH:56]=[CH:55][CH:54]=[CH:53][CH:52]=1)=[O:15])[CH3:2], predict the reactants needed to synthesize it. The reactants are: [CH2:1]([N:3]1[CH2:8][C:7]([CH3:10])([CH3:9])[O:6][C:5](=[O:11])[CH:4]1[CH2:12][C:13]([OH:15])=O)[CH3:2].C(N(C(C)C)CC)(C)C.CN(C(ON1N=NC2C=CC=NC1=2)=[N+](C)C)C.F[P-](F)(F)(F)(F)F.[CH3:49][NH:50][C:51]1[CH:56]=[CH:55][CH:54]=[CH:53][CH:52]=1. (3) Given the product [F:14][C:2]([F:1])([F:15])[C:3]1[CH:4]=[CH:5][C:6](/[CH:9]=[CH:10]/[C:11]([NH:16][C:17]2[CH:33]=[CH:32][CH:31]=[CH:30][C:18]=2[O:19][C:20]2[CH:21]=[C:22]([CH:27]=[CH:28][CH:29]=2)[C:23]([OH:25])=[O:24])=[O:13])=[CH:7][CH:8]=1.[F:1][C:2]([F:14])([F:15])[C:3]1[CH:4]=[CH:5][C:6](/[CH:9]=[CH:10]/[C:11]([NH:16][C:17]2[CH:33]=[CH:32][CH:31]=[CH:30][C:18]=2[O:19][C:20]2[CH:21]=[C:22]([CH:27]=[CH:28][CH:29]=2)[C:23]([O:25][CH3:26])=[O:24])=[O:12])=[CH:7][CH:8]=1, predict the reactants needed to synthesize it. The reactants are: [F:1][C:2]([F:15])([F:14])[C:3]1[CH:8]=[CH:7][C:6](/[CH:9]=[CH:10]/[C:11]([OH:13])=[O:12])=[CH:5][CH:4]=1.[NH2:16][C:17]1[CH:33]=[CH:32][CH:31]=[CH:30][C:18]=1[O:19][C:20]1[CH:21]=[C:22]([CH:27]=[CH:28][CH:29]=1)[C:23]([O:25][CH3:26])=[O:24].Cl.C(N=C=NCCCN(C)C)C.ON1C2C=CC=CC=2N=N1. (4) Given the product [CH:15]12[CH2:25][CH:20]3[CH2:21][CH:22]([CH2:24][C:17]([NH:26][C:11]([C:2]4[CH:3]=[N:4][C:5]5[C:10](=[CH:9][CH:8]=[CH:7][CH:6]=5)[N:1]=4)=[O:12])([CH2:18][CH2:19]3)[CH2:16]1)[CH2:23]2, predict the reactants needed to synthesize it. The reactants are: [N:1]1[C:10]2[C:5](=[CH:6][CH:7]=[CH:8][CH:9]=2)[N:4]=[CH:3][C:2]=1[C:11](Cl)=[O:12].Cl.[CH:15]12[CH2:25][CH:20]3[CH2:21][CH:22]([CH2:24][C:17]([NH2:26])([CH2:18][CH2:19]3)[CH2:16]1)[CH2:23]2.N1C=CC=CC=1. (5) Given the product [CH3:37][N:35]([CH3:36])[C:34]([C:33]1[C:32]2[O:17][C:6]3[C:5]([CH:24]=[O:25])=[C:4]([OH:26])[CH:3]=[C:2]([CH3:1])[C:7]=3[C:8](=[O:9])[O:10][C:11]=2[C:12]([CH3:23])=[C:13]([O:21][CH3:22])[CH:14]=1)=[O:47], predict the reactants needed to synthesize it. The reactants are: [CH3:1][C:2]1[C:7]2[C:8]([O:10][C:11]3[C:12]([CH3:23])=[C:13]([O:21][CH3:22])[CH:14]=C(C(O)=O)C=3[O:17][C:6]=2[C:5]([CH:24]=[O:25])=[C:4]([OH:26])[CH:3]=1)=[O:9].CCN=C=N[CH2:32][CH2:33][CH2:34][N:35]([CH3:37])[CH3:36].C1C=CC2N([OH:47])N=NC=2C=1.Cl.CNC.C(N(CC)CC)C. (6) Given the product [CH:11]([N:10]1[C:4]2[CH:3]=[C:2]([NH:24][C:25]3[CH:30]=[CH:29][N:28]=[C:27]([N:31]4[CH2:32][CH2:33][C:34]([OH:37])([CH3:38])[CH2:35][CH2:36]4)[N:26]=3)[N:7]=[CH:6][C:5]=2[C:8]([C:15]([NH:17][CH:18]2[CH2:23][CH2:22][O:21][CH2:20][CH2:19]2)=[O:16])=[CH:9]1)([CH2:13][CH3:14])[CH3:12], predict the reactants needed to synthesize it. The reactants are: Br[C:2]1[N:7]=[CH:6][C:5]2[C:8]([C:15]([NH:17][CH:18]3[CH2:23][CH2:22][O:21][CH2:20][CH2:19]3)=[O:16])=[CH:9][N:10]([CH:11]([CH2:13][CH3:14])[CH3:12])[C:4]=2[CH:3]=1.[NH2:24][C:25]1[CH:30]=[CH:29][N:28]=[C:27]([N:31]2[CH2:36][CH2:35][C:34]([CH3:38])([OH:37])[CH2:33][CH2:32]2)[N:26]=1.CC(C)([O-])C.[Na+].